From a dataset of Reaction yield outcomes from USPTO patents with 853,638 reactions. Predict the reaction yield, written as a fraction of the theoretical maximum amount of product (1.0 means a 100% yield; for example, 0.34 means a 34% yield). (1) The reactants are [Cl:1][C:2]1[CH:3]=[C:4]([C:8]2[N:13]=[C:12]3[CH2:14][CH2:15][CH2:16][C:11]3=[C:10]([NH:17][C:18]3[CH:23]=[CH:22][C:21]([CH2:24][C:25]([O:27]C)=[O:26])=[CH:20][CH:19]=3)[CH:9]=2)[CH:5]=[CH:6][CH:7]=1.O.[OH-].[Li+].C1COCC1.Cl. The catalyst is O. The product is [Cl:1][C:2]1[CH:3]=[C:4]([C:8]2[N:13]=[C:12]3[CH2:14][CH2:15][CH2:16][C:11]3=[C:10]([NH:17][C:18]3[CH:19]=[CH:20][C:21]([CH2:24][C:25]([OH:27])=[O:26])=[CH:22][CH:23]=3)[CH:9]=2)[CH:5]=[CH:6][CH:7]=1. The yield is 0.810. (2) The reactants are C[Si]([C:5]#[C:6][C:7]1[C:15]2[CH:14]=[N:13][CH:12]=[N:11][C:10]=2[NH:9][CH:8]=1)(C)C.C(=O)([O-])[O-].[K+].[K+]. The catalyst is CO.CCOC(C)=O. The product is [C:6]([C:7]1[C:15]2[CH:14]=[N:13][CH:12]=[N:11][C:10]=2[NH:9][CH:8]=1)#[CH:5]. The yield is 0.870. (3) The reactants are [CH3:1][O:2][CH2:3][CH2:4][N:5]([CH2:16][CH2:17][O:18][CH3:19])[C:6]1[C:7]([C:14]#[N:15])=[N:8][C:9]([Cl:13])=[C:10](Br)[N:11]=1.[O:20]1[CH:24]=[CH:23][CH:22]=[C:21]1B(O)O.C([O-])([O-])=O.[Cs+].[Cs+].O1CCOCC1. The catalyst is CCOC(C)=O.C1C=CC(/C=C/C(/C=C/C2C=CC=CC=2)=O)=CC=1.C1C=CC(/C=C/C(/C=C/C2C=CC=CC=2)=O)=CC=1.C1C=CC(/C=C/C(/C=C/C2C=CC=CC=2)=O)=CC=1.[Pd].[Pd].C(Cl)(Cl)Cl. The product is [CH3:1][O:2][CH2:3][CH2:4][N:5]([CH2:16][CH2:17][O:18][CH3:19])[C:6]1[C:7]([C:14]#[N:15])=[N:8][C:9]([Cl:13])=[C:10]([C:21]2[O:20][CH:24]=[CH:23][CH:22]=2)[N:11]=1. The yield is 0.780.